From a dataset of Catalyst prediction with 721,799 reactions and 888 catalyst types from USPTO. Predict which catalyst facilitates the given reaction. (1) The catalyst class is: 7. Reactant: Br[C:2]1[CH:7]=[CH:6][CH:5]=[C:4]([C@@H:8]([CH:10]2[CH2:12][CH2:11]2)[CH3:9])[C:3]=1[OH:13].C([Li])CCC.CCCCCC.[CH3:25][C:26](=[O:29])[CH2:27][CH3:28]. Product: [CH:10]1([C@H:8]([C:4]2[CH:5]=[CH:6][CH:7]=[C:2]([C:26]([OH:29])([CH3:25])[CH2:27][CH3:28])[C:3]=2[OH:13])[CH3:9])[CH2:12][CH2:11]1. (2) Reactant: [Cl:1][C:2]1[CH:3]=[C:4]2[C:9](=[CH:10][CH:11]=1)[O:8][CH:7]=[C:6]([CH:12]=O)[C:5]2=[O:14].[CH2:15]([O:17][C:18]([C:20]#[C:21][C:22]([O:24][CH2:25][CH3:26])=[O:23])=[O:19])[CH3:16].C1(P(C2C=CC=CC=2)C2C=CC=CC=2)C=CC=CC=1.[NH2:46][CH2:47][CH2:48][C:49]1[C:57]2[C:52](=[CH:53][CH:54]=[CH:55][CH:56]=2)[NH:51][CH:50]=1. Product: [CH2:25]([O:24][C:22]([C:21]1[C:20]2([C:18]([O:17][CH2:15][CH3:16])=[O:19])[N:46]([CH2:47][CH2:48][C:49]3[C:57]4[C:52](=[CH:53][CH:54]=[CH:55][CH:56]=4)[NH:51][C:50]=32)[CH:7]=[C:6]([C:5](=[O:14])[C:4]2[CH:3]=[C:2]([Cl:1])[CH:11]=[CH:10][C:9]=2[OH:8])[CH:12]=1)=[O:23])[CH3:26]. The catalyst class is: 11. (3) Reactant: [O:1]1CCO[CH:2]1[C:6]1[CH:7]=[CH:8][C:9]([CH2:12][O:13][C:14]2[CH:19]=[CH:18][CH:17]=[CH:16][N:15]=2)=[N:10][CH:11]=1.CS(C)=O.Cl.[OH-].[Na+]. Product: [N:15]1[CH:16]=[CH:17][CH:18]=[CH:19][C:14]=1[O:13][CH2:12][C:9]1[N:10]=[CH:11][C:6]([CH:2]=[O:1])=[CH:7][CH:8]=1. The catalyst class is: 7.